Dataset: NCI-60 drug combinations with 297,098 pairs across 59 cell lines. Task: Regression. Given two drug SMILES strings and cell line genomic features, predict the synergy score measuring deviation from expected non-interaction effect. (1) Drug 1: C1CCN(CC1)CCOC2=CC=C(C=C2)C(=O)C3=C(SC4=C3C=CC(=C4)O)C5=CC=C(C=C5)O. Drug 2: CCC1(CC2CC(C3=C(CCN(C2)C1)C4=CC=CC=C4N3)(C5=C(C=C6C(=C5)C78CCN9C7C(C=CC9)(C(C(C8N6C=O)(C(=O)OC)O)OC(=O)C)CC)OC)C(=O)OC)O.OS(=O)(=O)O. Cell line: SF-295. Synergy scores: CSS=8.58, Synergy_ZIP=-0.579, Synergy_Bliss=5.24, Synergy_Loewe=-6.86, Synergy_HSA=3.05. (2) Drug 1: CC1=C(C=C(C=C1)NC2=NC=CC(=N2)N(C)C3=CC4=NN(C(=C4C=C3)C)C)S(=O)(=O)N.Cl. Drug 2: CC=C1C(=O)NC(C(=O)OC2CC(=O)NC(C(=O)NC(CSSCCC=C2)C(=O)N1)C(C)C)C(C)C. Cell line: SK-OV-3. Synergy scores: CSS=24.4, Synergy_ZIP=-0.909, Synergy_Bliss=-5.56, Synergy_Loewe=-63.4, Synergy_HSA=-7.00. (3) Drug 1: CC1=CC=C(C=C1)C2=CC(=NN2C3=CC=C(C=C3)S(=O)(=O)N)C(F)(F)F. Drug 2: C1CN(P(=O)(OC1)NCCCl)CCCl. Cell line: MOLT-4. Synergy scores: CSS=-10.2, Synergy_ZIP=6.33, Synergy_Bliss=7.78, Synergy_Loewe=-2.43, Synergy_HSA=-2.61. (4) Drug 1: COC1=CC(=CC(=C1O)OC)C2C3C(COC3=O)C(C4=CC5=C(C=C24)OCO5)OC6C(C(C7C(O6)COC(O7)C8=CC=CS8)O)O. Drug 2: CC1C(C(CC(O1)OC2CC(CC3=C2C(=C4C(=C3O)C(=O)C5=C(C4=O)C(=CC=C5)OC)O)(C(=O)CO)O)N)O.Cl. Cell line: SF-268. Synergy scores: CSS=45.9, Synergy_ZIP=-6.87, Synergy_Bliss=-4.49, Synergy_Loewe=-3.48, Synergy_HSA=-0.250. (5) Drug 1: CCC1(CC2CC(C3=C(CCN(C2)C1)C4=CC=CC=C4N3)(C5=C(C=C6C(=C5)C78CCN9C7C(C=CC9)(C(C(C8N6C=O)(C(=O)OC)O)OC(=O)C)CC)OC)C(=O)OC)O.OS(=O)(=O)O. Drug 2: CCN(CC)CCNC(=O)C1=C(NC(=C1C)C=C2C3=C(C=CC(=C3)F)NC2=O)C. Cell line: LOX IMVI. Synergy scores: CSS=11.0, Synergy_ZIP=-2.90, Synergy_Bliss=5.26, Synergy_Loewe=-0.0141, Synergy_HSA=3.06.